From a dataset of Reaction yield outcomes from USPTO patents with 853,638 reactions. Predict the reaction yield, written as a fraction of the theoretical maximum amount of product (1.0 means a 100% yield; for example, 0.34 means a 34% yield). (1) The catalyst is C(Cl)Cl. The product is [C:30]([C:34]1[CH:35]=[CH:36][C:37]([CH2:38][NH:39][C:27]([CH:9]2[CH:8]([C:4]3[CH:5]=[CH:6][CH:7]=[C:2]([Cl:1])[CH:3]=3)[C:12]([C:15]3[CH:16]=[CH:17][C:18]([Cl:21])=[CH:19][CH:20]=3)([C:13]#[N:14])[CH:11]([CH2:22][C:23]([CH3:25])([CH3:24])[CH3:26])[NH:10]2)=[O:29])=[CH:40][CH:41]=1)([CH3:33])([CH3:31])[CH3:32]. The reactants are [Cl:1][C:2]1[CH:3]=[C:4]([CH:8]2[C:12]([C:15]3[CH:20]=[CH:19][C:18]([Cl:21])=[CH:17][CH:16]=3)([C:13]#[N:14])[CH:11]([CH2:22][C:23]([CH3:26])([CH3:25])[CH3:24])[NH:10][CH:9]2[C:27]([OH:29])=O)[CH:5]=[CH:6][CH:7]=1.[C:30]([C:34]1[CH:41]=[CH:40][C:37]([CH2:38][NH2:39])=[CH:36][CH:35]=1)([CH3:33])([CH3:32])[CH3:31].CN(C(ON1N=NC2C=CC=NC1=2)=[N+](C)C)C.F[P-](F)(F)(F)(F)F.CCN(C(C)C)C(C)C. The yield is 0.362. (2) The catalyst is CC#N. The yield is 0.250. The reactants are CS(O[CH:6]([CH:17]([CH3:19])[CH3:18])[C:7]1[CH:12]=[CH:11][C:10]([NH:13][C:14](=[O:16])[CH3:15])=[CH:9][CH:8]=1)(=O)=O.[NH:20]1[CH:24]=[N:23][CH:22]=[N:21]1.C([O-])([O-])=O.[K+].[K+]. The product is [CH3:18][CH:17]([CH3:19])[CH:6]([C:7]1[CH:12]=[CH:11][C:10]([NH:13][C:14](=[O:16])[CH3:15])=[CH:9][CH:8]=1)[N:20]1[CH:24]=[N:23][CH:22]=[N:21]1. (3) The reactants are [CH2:1]([N:3]([CH2:15][CH3:16])[C:4]([C:6]1[CH2:11][CH:10]([CH3:12])[CH2:9][CH:8](Br)[C:7]=1O)=[O:5])[CH3:2].[F:17][CH2:18][CH2:19][NH:20][C:21]1[CH:26]=[CH:25][CH:24]=[CH:23][CH:22]=1. The catalyst is CC(O)C.[Cl-].[Zn+2].[Cl-]. The product is [CH2:1]([N:3]([CH2:15][CH3:16])[C:4]([CH:6]1[C:7]2[C:26]3[C:21](=[CH:22][CH:23]=[CH:24][CH:25]=3)[N:20]([CH2:19][CH2:18][F:17])[C:8]=2[CH2:9][CH:10]([CH3:12])[CH2:11]1)=[O:5])[CH3:2]. The yield is 0.170. (4) The reactants are CC#N.C(=O)=O.[CH2:7]([N:10]1[CH2:15][CH2:14][O:13][CH2:12][CH2:11]1)[C:8]#[CH:9].C([Mg]Cl)(C)C.CON(C)[C:24](=[O:26])[CH3:25]. The catalyst is C1COCC1. The product is [N:10]1([CH2:7][C:8]#[C:9][C:24](=[O:26])[CH3:25])[CH2:15][CH2:14][O:13][CH2:12][CH2:11]1. The yield is 0.711. (5) The reactants are C(OC([N:11]1[CH2:17][CH2:16][CH2:15][CH:14]([NH:18][C:19]([O:21][C:22]([CH3:25])([CH3:24])[CH3:23])=[O:20])[CH:13]([OH:26])[CH2:12]1)=O)C1C=CC=CC=1. The catalyst is C(OCC)(=O)C.[Pd]. The product is [C:22]([O:21][C:19](=[O:20])[NH:18][CH:14]1[CH2:15][CH2:16][CH2:17][NH:11][CH2:12][CH:13]1[OH:26])([CH3:25])([CH3:23])[CH3:24]. The yield is 0.870. (6) The reactants are [Cl:1][C:2]1[CH:3]=[C:4]2[C:8](=[CH:9][C:10]=1[Cl:11])[NH:7][C:6](/[CH:12]=[CH:13]/[CH:14]=[C:15](\[O:19][CH3:20])/[C:16]([OH:18])=O)=[CH:5]2.[NH2:21][CH:22]1[CH2:27][C:26]([CH3:29])([CH3:28])[N:25]([CH3:30])[C:24]([CH3:32])([CH3:31])[CH2:23]1.O.ON1C2N=CC=CC=2N=N1.Cl.CN(C)CCCN=C=NCC. The catalyst is CN(C=O)C.[Cl-].[Na+].O. The product is [Cl:1][C:2]1[CH:3]=[C:4]2[C:8](=[CH:9][C:10]=1[Cl:11])[NH:7][C:6](/[CH:12]=[CH:13]/[CH:14]=[C:15](\[O:19][CH3:20])/[C:16]([NH:21][CH:22]1[CH2:23][C:24]([CH3:31])([CH3:32])[N:25]([CH3:30])[C:26]([CH3:29])([CH3:28])[CH2:27]1)=[O:18])=[CH:5]2. The yield is 0.730.